Predict the reactants needed to synthesize the given product. From a dataset of Full USPTO retrosynthesis dataset with 1.9M reactions from patents (1976-2016). Given the product [Cl:1][C:2]1[N:7]=[CH:6][C:5]([O:8][CH:9]2[CH2:14][CH2:13][CH2:12][CH2:11][CH2:10]2)=[CH:4][CH:3]=1, predict the reactants needed to synthesize it. The reactants are: [Cl:1][C:2]1[N:7]=[CH:6][C:5]([OH:8])=[CH:4][CH:3]=1.[CH:9]1(O)[CH2:14][CH2:13][CH2:12][CH2:11][CH2:10]1.C(P(CCCC)CCCC)CCC.C1CCN(C(N=NC(N2CCCCC2)=O)=O)CC1.